From a dataset of Reaction yield outcomes from USPTO patents with 853,638 reactions. Predict the reaction yield, written as a fraction of the theoretical maximum amount of product (1.0 means a 100% yield; for example, 0.34 means a 34% yield). (1) The reactants are Cl.Cl[C:3]1[N:12]=[C:11]([N:13]([C:15]2[CH:20]=[CH:19][C:18]([O:21][CH3:22])=[CH:17][CH:16]=2)[CH3:14])[C:10]2[C:5](=[CH:6][CH:7]=[CH:8][CH:9]=2)[N:4]=1.[CH2:23]1[O:40]CCOCCO[CH2:33][CH2:32][O:31][CH2:30][CH2:29][O:28][CH2:27][CH2:26][O:25][CH2:24]1.CC(C)([O-])C.[K+].[OH-].[K+].C(I)C. The catalyst is C(O)COCCOCCO.O.C(OCC)(=O)C. The product is [CH2:32]([O:31][CH2:30][CH2:29][O:28][CH2:27][CH2:26][O:25][CH2:24][CH2:23][O:40][C:3]1[N:12]=[C:11]([N:13]([C:15]2[CH:20]=[CH:19][C:18]([O:21][CH3:22])=[CH:17][CH:16]=2)[CH3:14])[C:10]2[C:5](=[CH:6][CH:7]=[CH:8][CH:9]=2)[N:4]=1)[CH3:33]. The yield is 0.870. (2) The reactants are [C:1]([NH:4][C:5]1[CH:13]=[CH:12][CH:11]=[C:10]2[C:6]=1[C:7](=[O:38])[N:8]([C:15]1([CH2:23][CH2:24][CH2:25][CH2:26][NH:27]C(=O)OCC3C=CC=CC=3)[CH2:20][CH2:19][C:18](=[O:21])[NH:17][C:16]1=[O:22])[C:9]2=[O:14])(=[O:3])[CH3:2].[H][H].[ClH:41]. The catalyst is C(O)C.[Pd]. The product is [ClH:41].[NH2:27][CH2:26][CH2:25][CH2:24][CH2:23][C:15]1([N:8]2[C:7](=[O:38])[C:6]3[C:10](=[CH:11][CH:12]=[CH:13][C:5]=3[NH:4][C:1](=[O:3])[CH3:2])[C:9]2=[O:14])[CH2:20][CH2:19][C:18](=[O:21])[NH:17][C:16]1=[O:22]. The yield is 0.120. (3) The reactants are [F:1][C:2]([F:15])([C:5]1[CH:6]=[N:7][C:8]([C:11]([F:14])([F:13])[F:12])=[CH:9][CH:10]=1)[CH2:3][OH:4].CCN(C(C)C)C(C)C.[O:25](S(C(F)(F)F)(=O)=O)[S:26]([C:29]([F:32])([F:31])[F:30])(=O)=[O:27]. The catalyst is CCOCC. The product is [F:30][C:29]([F:32])([F:31])[S:26]([O:4][CH2:3][C:2]([F:1])([F:15])[C:5]1[CH:6]=[N:7][C:8]([C:11]([F:12])([F:13])[F:14])=[CH:9][CH:10]=1)(=[O:27])=[O:25]. The yield is 0.930. (4) The reactants are Cl[C:2]1[C:11]([CH:12]=[O:13])=[CH:10][C:9]2[C:4](=[C:5]([Cl:14])[CH:6]=[CH:7][CH:8]=2)[N:3]=1.[Cl:15][C:16]1[CH:21]=[CH:20][C:19](B(O)O)=[CH:18][N:17]=1. The catalyst is O1CCOCC1.O.C1C=CC([P]([Pd]([P](C2C=CC=CC=2)(C2C=CC=CC=2)C2C=CC=CC=2)([P](C2C=CC=CC=2)(C2C=CC=CC=2)C2C=CC=CC=2)[P](C2C=CC=CC=2)(C2C=CC=CC=2)C2C=CC=CC=2)(C2C=CC=CC=2)C2C=CC=CC=2)=CC=1. The product is [Cl:14][C:5]1[CH:6]=[CH:7][CH:8]=[C:9]2[C:4]=1[N:3]=[C:2]([C:19]1[CH:18]=[N:17][C:16]([Cl:15])=[CH:21][CH:20]=1)[C:11]([CH:12]=[O:13])=[CH:10]2. The yield is 0.700. (5) The reactants are [C:1]([O:5][N:6]=[C:7]1[C:16]2[C:11](=[CH:12][C:13](Br)=[CH:14][CH:15]=2)[O:10][C:9]([C:18]2[N:19]=[CH:20][C:21]3[C:26]([CH:27]=2)=[CH:25][CH:24]=[CH:23][CH:22]=3)=[CH:8]1)([CH3:4])([CH3:3])[CH3:2].[F-].[Cs+].[CH:30](/B(O)O)=[CH:31]\[C:32]1[CH:37]=[CH:36][CH:35]=[CH:34][CH:33]=1. The catalyst is COCCOC.CO.ClCCl.C1C=CC([P]([Pd]([P](C2C=CC=CC=2)(C2C=CC=CC=2)C2C=CC=CC=2)([P](C2C=CC=CC=2)(C2C=CC=CC=2)C2C=CC=CC=2)[P](C2C=CC=CC=2)(C2C=CC=CC=2)C2C=CC=CC=2)(C2C=CC=CC=2)C2C=CC=CC=2)=CC=1. The product is [C:1]([O:5][N:6]=[C:7]1[C:16]2[C:11](=[CH:12][C:13](/[CH:30]=[CH:31]/[C:32]3[CH:37]=[CH:36][CH:35]=[CH:34][CH:33]=3)=[CH:14][CH:15]=2)[O:10][C:9]([C:18]2[N:19]=[CH:20][C:21]3[C:26]([CH:27]=2)=[CH:25][CH:24]=[CH:23][CH:22]=3)=[CH:8]1)([CH3:4])([CH3:3])[CH3:2]. The yield is 0.760. (6) The reactants are [Cl:1][C:2]1[CH:3]=[CH:4][C:5]([O:36][CH3:37])=[C:6]([S:8]([NH:11][C@H:12]2[CH2:16][N:15]([C:17]([O:19][C:20]([CH3:23])([CH3:22])[CH3:21])=[O:18])[C@@H:14]([CH2:24][N:25]3C(=O)C4C(=CC=CC=4)C3=O)[CH2:13]2)(=[O:10])=[O:9])[CH:7]=1.O.NN. The catalyst is CCO. The product is [NH2:25][CH2:24][C@H:14]1[CH2:13][C@@H:12]([NH:11][S:8]([C:6]2[CH:7]=[C:2]([Cl:1])[CH:3]=[CH:4][C:5]=2[O:36][CH3:37])(=[O:10])=[O:9])[CH2:16][N:15]1[C:17]([O:19][C:20]([CH3:23])([CH3:22])[CH3:21])=[O:18]. The yield is 0.840. (7) The reactants are [Cl:1][C:2]1[N:7]=[CH:6][C:5]2[C:8]([N:14]3[CH2:17][CH:16]([C:18]([O-:20])=[O:19])[CH2:15]3)=[N:9][N:10]([CH:11]([CH3:13])[CH3:12])[C:4]=2[CH:3]=1.[OH-].[Na+]. The catalyst is CO.O1CCCC1. The product is [Cl:1][C:2]1[N:7]=[CH:6][C:5]2[C:8]([N:14]3[CH2:17][CH:16]([C:18]([OH:20])=[O:19])[CH2:15]3)=[N:9][N:10]([CH:11]([CH3:13])[CH3:12])[C:4]=2[CH:3]=1. The yield is 0.730. (8) The reactants are [CH3:1][C@H:2]([CH2:8][CH2:9][CH2:10][CH2:11][CH3:12])[CH2:3][CH2:4][C:5]([OH:7])=O.C(N(CC)CC)C.CC(C)(C)C(Cl)=O.[Li+].[Cl-].[CH3:29][C@@H:30]1[CH:34]([C:35]2[CH:40]=[CH:39][CH:38]=[CH:37][CH:36]=2)[O:33][C:32](=[O:41])[NH:31]1. The catalyst is C1COCC1. The product is [CH3:29][C@@H:30]1[C@H:34]([C:35]2[CH:40]=[CH:39][CH:38]=[CH:37][CH:36]=2)[O:33][C:32](=[O:41])[N:31]1[C:5](=[O:7])[CH2:4][CH2:3][C@H:2]([CH3:1])[CH2:8][CH2:9][CH2:10][CH2:11][CH3:12]. The yield is 0.880. (9) The reactants are [CH:1]1([N:4]2[C:13]3[C:8](=[CH:9][CH:10]=[CH:11][CH:12]=3)[N:7]([C:14]([C@H:16]3[NH:20][C:19](=[O:21])[CH2:18][CH2:17]3)=[O:15])[CH2:6][CH2:5]2)[CH2:3][CH2:2]1.[H-].[Na+].Br[CH2:25][C:26]1[CH:31]=[C:30]([Cl:32])[CH:29]=[CH:28][C:27]=1[Cl:33]. The catalyst is C1COCC1.C(OCC)(=O)C. The product is [CH:1]1([N:4]2[C:13]3[C:8](=[CH:9][CH:10]=[CH:11][CH:12]=3)[N:7]([C:14]([C@H:16]3[N:20]([CH2:25][C:26]4[CH:31]=[C:30]([Cl:32])[CH:29]=[CH:28][C:27]=4[Cl:33])[C:19](=[O:21])[CH2:18][CH2:17]3)=[O:15])[CH2:6][CH2:5]2)[CH2:2][CH2:3]1. The yield is 0.160.